From a dataset of Reaction yield outcomes from USPTO patents with 853,638 reactions. Predict the reaction yield, written as a fraction of the theoretical maximum amount of product (1.0 means a 100% yield; for example, 0.34 means a 34% yield). The reactants are [C:14]1(P([C:14]2[CH:19]=[CH:18][CH:17]=[CH:16][CH:15]=2)[C:14]2[CH:19]=[CH:18][CH:17]=[CH:16][CH:15]=2)[CH:19]=[CH:18][CH:17]=[CH:16][CH:15]=1.C(=[C:22]([O:29]NC(O)C)[C:23]1[CH:28]=[CH:27][CH:26]=[CH:25][CH:24]=1)=O.CC[O:36][C:37](/[N:39]=N/C(OCC)=O)=O.O1CCCCC1[N:52]1[C:60]2[C:55](=[CH:56][C:57]([C:61]3[N:65]=[CH:64][N:63](C(C4C=CC=CC=4)(C4C=CC=CC=4)C4C=CC=CC=4)[N:62]=3)=[CH:58][CH:59]=2)[C:54](C2C=C(O)C=CC=2)=[N:53]1.Cl.[O:93]1[CH2:97][CH2:96]CC1. No catalyst specified. The product is [NH:62]1[C:61]([C:57]2[CH:56]=[C:55]3[C:60](=[CH:59][CH:58]=2)[NH:52][N:53]=[C:54]3[C:18]2[CH:19]=[C:14]([CH:15]=[CH:16][CH:17]=2)[O:93][CH2:97][CH2:96][NH:39][C:37]([O:29][CH2:22][C:23]2[CH:24]=[CH:25][CH:26]=[CH:27][CH:28]=2)=[O:36])=[N:65][CH:64]=[N:63]1. The yield is 0.420.